Dataset: Reaction yield outcomes from USPTO patents with 853,638 reactions. Task: Predict the reaction yield, written as a fraction of the theoretical maximum amount of product (1.0 means a 100% yield; for example, 0.34 means a 34% yield). (1) The reactants are [CH3:1][O:2][C:3]1[CH:4]=[C:5]2[C:10](=[CH:11][C:12]=1[O:13][CH3:14])[N:9]=[CH:8][N:7]=[C:6]2[O:15][C:16]1[CH:17]=[C:18]([CH:20]=[CH:21][CH:22]=1)[NH2:19].[F:23][C:24]([C:27]1[O:31][N:30]=[C:29]([NH:32][C:33](=O)[O:34]C2C=CC(Cl)=CC=2)[CH:28]=1)([CH3:26])[CH3:25]. No catalyst specified. The product is [CH3:1][O:2][C:3]1[CH:4]=[C:5]2[C:10](=[CH:11][C:12]=1[O:13][CH3:14])[N:9]=[CH:8][N:7]=[C:6]2[O:15][C:16]1[CH:17]=[C:18]([NH:19][C:33]([NH:32][C:29]2[CH:28]=[C:27]([C:24]([F:23])([CH3:25])[CH3:26])[O:31][N:30]=2)=[O:34])[CH:20]=[CH:21][CH:22]=1. The yield is 0.260. (2) The reactants are [N:1]([C@@H:4]1[CH2:10][CH2:9][C@@H:8]([C:11]2[N:15]([CH3:16])[N:14]=[CH:13][C:12]=2[N+:17]([O-:19])=[O:18])[O:7][CH2:6][C@H:5]1[OH:20])=[N+:2]=[N-:3].CC(OI1(OC(C)=O)(OC(C)=O)OC(=O)C2C=CC=CC1=2)=O.C([O-])(O)=O.[Na+].S([O-])([O-])(=O)=S.[Na+].[Na+]. The catalyst is C(Cl)Cl. The product is [N:1]([C@@H:4]1[CH2:10][CH2:9][C@@H:8]([C:11]2[N:15]([CH3:16])[N:14]=[CH:13][C:12]=2[N+:17]([O-:19])=[O:18])[O:7][CH2:6][C:5]1=[O:20])=[N+:2]=[N-:3]. The yield is 0.820. (3) The reactants are [CH:1]([C:3]1[CH:4]=[C:5]2[C:10](=[CH:11][CH:12]=1)[C:9](=[O:13])[NH:8][N:7]=[CH:6]2)=[CH2:2].C([O-])([O-])=O.[Cs+].[Cs+].Br[CH2:21][C:22]([O:24][CH2:25][CH3:26])=[O:23]. The catalyst is CN(C=O)C. The product is [O:13]=[C:9]1[C:10]2[C:5](=[CH:4][C:3]([CH:1]=[CH2:2])=[CH:12][CH:11]=2)[CH:6]=[N:7][N:8]1[CH2:21][C:22]([O:24][CH2:25][CH3:26])=[O:23]. The yield is 0.450. (4) The reactants are [CH3:1][C@H:2]1[CH2:7][CH2:6][C@H:5]([C:8]([N:10]([CH2:33][C:34]([N:36]2[CH2:41][CH2:40][O:39][CH2:38][CH2:37]2)=[O:35])[C:11]2[CH:15]=[C:14]([C:16]3[CH:21]=[CH:20][C:19]([O:22][C:23]4[CH:28]=[CH:27][CH:26]=[CH:25][CH:24]=4)=[CH:18][CH:17]=3)[S:13][C:12]=2[C:29]([O:31]C)=[O:30])=[O:9])[CH2:4][CH2:3]1.O[Li].O.Cl. The catalyst is C1COCC1.O. The product is [CH3:1][C@H:2]1[CH2:3][CH2:4][C@H:5]([C:8]([N:10]([CH2:33][C:34]([N:36]2[CH2:41][CH2:40][O:39][CH2:38][CH2:37]2)=[O:35])[C:11]2[CH:15]=[C:14]([C:16]3[CH:17]=[CH:18][C:19]([O:22][C:23]4[CH:28]=[CH:27][CH:26]=[CH:25][CH:24]=4)=[CH:20][CH:21]=3)[S:13][C:12]=2[C:29]([OH:31])=[O:30])=[O:9])[CH2:6][CH2:7]1. The yield is 0.380. (5) The reactants are [CH3:1][N:2](C)[CH2:3][CH2:4][N:5]1[CH2:10][CH2:9][S:8][C:7]2[CH:11]=[C:12]([N+:15]([O-:17])=[O:16])[CH:13]=[CH:14][C:6]1=2.[C:19](Cl)(=[O:27])[O:20][C:21]1[CH:26]=[CH:25][CH:24]=[CH:23][CH:22]=1. The catalyst is ClCCl.C(N(CC)CC)C.O.C(=O)([O-])[O-].[Na+].[Na+]. The product is [CH3:1][N:2]([CH2:3][CH2:4][N:5]1[CH2:10][CH2:9][S:8][C:7]2[CH:11]=[C:12]([N+:15]([O-:17])=[O:16])[CH:13]=[CH:14][C:6]1=2)[C:19](=[O:27])[O:20][C:21]1[CH:26]=[CH:25][CH:24]=[CH:23][CH:22]=1. The yield is 1.00. (6) The reactants are [CH3:1][O:2][C:3]1[C:8](B(O)O)=[CH:7][CH:6]=[CH:5][N:4]=1.Br[C:13]1[CH:22]=[CH:21][C:20]([N+:23]([O-:25])=[O:24])=[CH:19][C:14]=1[C:15]([O:17][CH3:18])=[O:16].C(=O)([O-])[O-].[Cs+].[Cs+].O. The catalyst is CN(C)C=O.Cl[Pd](Cl)([P](C1C=CC=CC=1)(C1C=CC=CC=1)C1C=CC=CC=1)[P](C1C=CC=CC=1)(C1C=CC=CC=1)C1C=CC=CC=1. The product is [CH3:1][O:2][C:3]1[C:8]([C:13]2[CH:22]=[CH:21][C:20]([N+:23]([O-:25])=[O:24])=[CH:19][C:14]=2[C:15]([O:17][CH3:18])=[O:16])=[CH:7][CH:6]=[CH:5][N:4]=1. The yield is 0.810. (7) The reactants are [Cl:1][C:2]1(N)[CH:7]=[CH:6][C:5]([N:8]([C:12]2[CH:17]=[CH:16][CH:15]=[CH:14][C:13]=2[C:18]([F:21])([F:20])[F:19])[C:9](=[O:11])[NH2:10])=[CH:4][CH2:3]1.[C:23]([O:34][CH3:35])(=[O:33])[C:24]1[CH:32]=[CH:31][CH:30]=[C:26](C([O-])=O)[CH:25]=1.C1C=CC2N([OH:45])N=NC=2C=1.O.CN1CCOCC1.CCN=C=NCCCN(C)C.Cl.C[N:67]([CH:69]=[O:70])C. The catalyst is CCOC(C)=O. The product is [Cl:1][C:2]1([C:31]2[CH:30]=[CH:26][CH:25]=[C:24]([C:23]([O:34][CH3:35])=[O:33])[CH:32]=2)[CH:7]=[CH:6][C:5]([N:8]([C:12]2[CH:17]=[CH:16][CH:15]=[CH:14][C:13]=2[C:18]([F:21])([F:20])[F:19])[C:9](=[O:11])[NH2:10])=[C:4]([NH:67][C:69]([OH:70])=[O:45])[CH2:3]1. The yield is 0.430.